This data is from Catalyst prediction with 721,799 reactions and 888 catalyst types from USPTO. The task is: Predict which catalyst facilitates the given reaction. (1) Reactant: [OH:1][C@H:2]1[CH2:7][N:6]([C:8]([O:10][CH2:11][C:12]2[CH:17]=[CH:16][CH:15]=[CH:14][CH:13]=2)=[O:9])[CH2:5][C@@H:4]([C:18]([OH:20])=[O:19])[CH2:3]1.CCN(CC)CC.[Si:28](Cl)([C:31]([CH3:34])([CH3:33])[CH3:32])([CH3:30])[CH3:29]. Product: [CH3:32][C:31]([Si:28]([CH3:30])([CH3:29])[O:1][C@H:2]1[CH2:7][N:6]([C:8]([O:10][CH2:11][C:12]2[CH:17]=[CH:16][CH:15]=[CH:14][CH:13]=2)=[O:9])[CH2:5][C@@H:4]([C:18]([OH:20])=[O:19])[CH2:3]1)([CH3:34])[CH3:33]. The catalyst class is: 22. (2) Reactant: Cl[C:2]1[N:7]=[CH:6][C:5]([O:8][CH2:9][CH2:10][OH:11])=[CH:4][CH:3]=1.[CH3:12][O-:13].[Na+]. The catalyst class is: 12. Product: [CH3:12][O:13][C:2]1[N:7]=[CH:6][C:5]([O:8][CH2:9][CH2:10][OH:11])=[CH:4][CH:3]=1. (3) Reactant: [N:1]12[CH2:8][CH2:7][CH:4]([CH2:5][CH2:6]1)[C:3](=[O:9])[CH2:2]2.[CH3:10]NC.C=O.C(O)C. Product: [CH2:10]=[C:2]1[C:3](=[O:9])[CH:4]2[CH2:7][CH2:8][N:1]1[CH2:6][CH2:5]2. The catalyst class is: 6. (4) Reactant: [C@H:1]1([N:10]2[CH:15]=[CH:14][CH:13]=[C:12]([C:16]([OH:18])=O)[C:11]2=[O:19])[C:9]2[C:4](=[CH:5][CH:6]=[CH:7][CH:8]=2)[CH2:3][CH2:2]1.CC[N:22]([CH:26]([CH3:28])C)[CH:23]([CH3:25])C.[CH3:29][N:30](C(ON1N=NC2C=CC=CC1=2)=[N+](C)C)C.F[P-](F)(F)(F)(F)F. Product: [C@H:1]1([N:10]2[CH:15]=[CH:14][CH:13]=[C:12]([C:16]([NH:30][C:29]3[CH:25]=[CH:23][N:22]=[CH:26][CH:28]=3)=[O:18])[C:11]2=[O:19])[C:9]2[C:4](=[CH:5][CH:6]=[CH:7][CH:8]=2)[CH2:3][CH2:2]1. The catalyst class is: 18. (5) Reactant: [C:1](=[O:10])([O:3][C:4]1[CH:9]=[CH:8][CH:7]=[CH:6][CH:5]=1)[NH2:2].CN(CCN(C)C)C.[Li]C(CC)C.[CH3:24][Si:25](Cl)([CH3:27])[CH3:26]. Product: [C:1](=[O:10])([O:3][C:4]1[CH:9]=[CH:8][CH:7]=[CH:6][C:5]=1[Si:25]([CH3:27])([CH3:26])[CH3:24])[NH2:2]. The catalyst class is: 1.